Dataset: Reaction yield outcomes from USPTO patents with 853,638 reactions. Task: Predict the reaction yield, written as a fraction of the theoretical maximum amount of product (1.0 means a 100% yield; for example, 0.34 means a 34% yield). (1) The product is [F:12][C:7]1[CH:6]=[C:5]([CH:3]([OH:4])[CH:2]([NH:1][C:32](=[O:33])[CH2:31][CH2:30][C:24]2[CH:29]=[CH:28][CH:27]=[CH:26][CH:25]=2)[CH2:13][C:14]2[CH:19]=[CH:18][C:17]([C:20]([F:23])([F:22])[F:21])=[CH:16][CH:15]=2)[CH:10]=[CH:9][C:8]=1[F:11]. The yield is 0.840. The catalyst is C(OCC)(=O)C.O. The reactants are [NH2:1][CH:2]([CH2:13][C:14]1[CH:19]=[CH:18][C:17]([C:20]([F:23])([F:22])[F:21])=[CH:16][CH:15]=1)[CH:3]([C:5]1[CH:10]=[CH:9][C:8]([F:11])=[C:7]([F:12])[CH:6]=1)[OH:4].[C:24]1([CH2:30][CH2:31][C:32](Cl)=[O:33])[CH:29]=[CH:28][CH:27]=[CH:26][CH:25]=1.C(=O)([O-])O.[Na+]. (2) The reactants are [Cl:1][C:2]1[CH:3]=[C:4]([NH:9][C:10]2[N:14]=[C:13]([NH2:15])[NH:12][N:11]=2)[CH:5]=[C:6]([Cl:8])[CH:7]=1.[C:16]([NH:20][S:21]([C:24]1[CH:29]=[CH:28][C:27]([CH:30]=O)=[CH:26][CH:25]=1)(=[O:23])=[O:22])([CH3:19])([CH3:18])[CH3:17].C(O)(=O)C.Cl. The catalyst is CO. The product is [C:16]([NH:20][S:21]([C:24]1[CH:25]=[CH:26][C:27]([CH2:30][NH:15][C:13]2[NH:12][N:11]=[C:10]([NH:9][C:4]3[CH:5]=[C:6]([Cl:8])[CH:7]=[C:2]([Cl:1])[CH:3]=3)[N:14]=2)=[CH:28][CH:29]=1)(=[O:22])=[O:23])([CH3:19])([CH3:18])[CH3:17]. The yield is 0.510. (3) The catalyst is C(O)C.O. The reactants are [O-]CC.[Na+].Cl.[C:6]([C:9]1[CH:14]=[CH:13][N:12]=[CH:11][CH:10]=1)(=[NH:8])[NH2:7].[CH:15]([CH:17]([CH:23]=O)[C:18]([O:20][CH2:21][CH3:22])=[O:19])=O.ClCCl. The product is [N:12]1[CH:13]=[CH:14][C:9]([C:6]2[N:7]=[CH:23][C:17]([C:18]([O:20][CH2:21][CH3:22])=[O:19])=[CH:15][N:8]=2)=[CH:10][CH:11]=1. The yield is 0.150.